Dataset: Forward reaction prediction with 1.9M reactions from USPTO patents (1976-2016). Task: Predict the product of the given reaction. (1) Given the reactants [C:1](Cl)(=[O:6])[CH2:2][CH:3]([CH3:5])[CH3:4].[C:8]([C:11]1[CH:12]=[C:13]([C:16]([NH:18][N:19]([CH2:35][C@@H:36]([OH:40])[C:37]([OH:39])=[O:38])[CH2:20][C:21]2[CH:26]=[CH:25][C:24]([C:27]3[CH:32]=[C:31]([Cl:33])[CH:30]=[CH:29][C:28]=3[F:34])=[CH:23][CH:22]=2)=[O:17])[NH:14][N:15]=1)(=[O:10])[CH3:9].C1COCC1, predict the reaction product. The product is: [C:8]([C:11]1[CH:12]=[C:13]([C:16]([NH:18][N:19]([CH2:35][C@@H:36]([O:40][C:1](=[O:6])[CH2:2][CH:3]([CH3:5])[CH3:4])[C:37]([OH:39])=[O:38])[CH2:20][C:21]2[CH:26]=[CH:25][C:24]([C:27]3[CH:32]=[C:31]([Cl:33])[CH:30]=[CH:29][C:28]=3[F:34])=[CH:23][CH:22]=2)=[O:17])[NH:14][N:15]=1)(=[O:10])[CH3:9]. (2) Given the reactants [NH2:1][C:2]([C:4]1[CH:5]=[N:6][C:7]2[C:12]([C:13]=1[NH:14][C:15]1[CH:16]=[C:17]([CH:23]=[CH:24][CH:25]=1)[C:18]([O:20]CC)=[O:19])=[CH:11][CH:10]=[C:9]([C:26]1[CH:31]=[CH:30][N:29]=[C:28]([O:32][CH3:33])[C:27]=1[O:34][CH3:35])[CH:8]=2)=[O:3].[OH-].[Na+], predict the reaction product. The product is: [NH2:1][C:2]([C:4]1[CH:5]=[N:6][C:7]2[C:12]([C:13]=1[NH:14][C:15]1[CH:16]=[C:17]([CH:23]=[CH:24][CH:25]=1)[C:18]([OH:20])=[O:19])=[CH:11][CH:10]=[C:9]([C:26]1[CH:31]=[CH:30][N:29]=[C:28]([O:32][CH3:33])[C:27]=1[O:34][CH3:35])[CH:8]=2)=[O:3]. (3) Given the reactants [CH:1]1([C:7]2[C:8]3[CH:9]=[CH:10][C:11]([C:27]([O:29]C)=[O:28])=[CH:12][C:13]=3[N:14]3[C:21]=2[C:20]2[CH:22]=[CH:23][CH:24]=[CH:25][C:19]=2[N:18]([CH3:26])[CH2:17][CH2:16][CH2:15]3)[CH2:6][CH2:5][CH2:4][CH2:3][CH2:2]1.B(Br)(Br)Br, predict the reaction product. The product is: [CH:1]1([C:7]2[C:8]3[CH:9]=[CH:10][C:11]([C:27]([OH:29])=[O:28])=[CH:12][C:13]=3[N:14]3[C:21]=2[C:20]2[CH:22]=[CH:23][CH:24]=[CH:25][C:19]=2[N:18]([CH3:26])[CH2:17][CH2:16][CH2:15]3)[CH2:2][CH2:3][CH2:4][CH2:5][CH2:6]1. (4) Given the reactants Br[C:2]1[CH:3]=[C:4]([CH:16]=[CH:17][C:18]=1[Cl:19])[C:5]([NH:7][C:8]1[CH:13]=[CH:12][CH:11]=[CH:10][C:9]=1[O:14][CH3:15])=[O:6].[B:20]1([B:20]2[O:24][C:23]([CH3:26])([CH3:25])[C:22]([CH3:28])([CH3:27])[O:21]2)[O:24][C:23]([CH3:26])([CH3:25])[C:22]([CH3:28])([CH3:27])[O:21]1.C([O-])(=O)C.[K+], predict the reaction product. The product is: [Cl:19][C:18]1[CH:17]=[CH:16][C:4]([C:5]([NH:7][C:8]2[CH:13]=[CH:12][CH:11]=[CH:10][C:9]=2[O:14][CH3:15])=[O:6])=[CH:3][C:2]=1[B:20]1[O:24][C:23]([CH3:26])([CH3:25])[C:22]([CH3:28])([CH3:27])[O:21]1. (5) Given the reactants C(CCCCC1C=C(/[C:14](=[CH:48]\[CH:49]=[C:50]2/[C:51]([CH3:69])([CH3:68])[C:52]3[C:53](=[N:67]/2)[N:54]([CH2:59][CH2:60][CH2:61][CH2:62][S:63]([O-:66])(=[O:65])=[O:64])[CH:55]=[C:56]([Cl:58])[CH:57]=3)/[CH:15]=[CH:16]/[C:17]2[C:25]([CH3:27])([CH3:26])[C:24]3[C:23]4[CH:28]=[C:29]([S:36]([O-:39])(=[O:38])=[O:37])[CH:30]=[C:31]([S:32]([O-:35])(=[O:34])=[O:33])[C:22]=4[CH:21]=[CH:20][C:19]=3[N+:18]=2[CH2:40][CH2:41][CH2:42][CH2:43][S:44]([O-:47])(=[O:46])=[O:45])C=CC=1)(O)=O.[Na+:70].[Na+].[Na+].B([C:76]1[CH:77]=[C:78]([CH2:82][CH2:83][C:84]([OH:86])=[O:85])[CH:79]=[CH:80][CH:81]=1)(O)O, predict the reaction product. The product is: [C:84]([CH2:83][CH2:82][C:78]1[CH:77]=[C:76](/[C:14](=[CH:48]\[CH:49]=[C:50]2/[C:51]([CH3:69])([CH3:68])[C:52]3[C:53](=[N:67]/2)[N:54]([CH2:59][CH2:60][CH2:61][CH2:62][S:63]([O-:66])(=[O:64])=[O:65])[CH:55]=[C:56]([Cl:58])[CH:57]=3)/[CH:15]=[CH:16]/[C:17]2[C:25]([CH3:27])([CH3:26])[C:24]3[C:23]4[CH:28]=[C:29]([S:36]([O-:39])(=[O:37])=[O:38])[CH:30]=[C:31]([S:32]([O-:35])(=[O:33])=[O:34])[C:22]=4[CH:21]=[CH:20][C:19]=3[N+:18]=2[CH2:40][CH2:41][CH2:42][CH2:43][S:44]([O-:47])(=[O:45])=[O:46])[CH:81]=[CH:80][CH:79]=1)([OH:86])=[O:85].[Na+:70].[Na+:70].[Na+:70].